This data is from Forward reaction prediction with 1.9M reactions from USPTO patents (1976-2016). The task is: Predict the product of the given reaction. (1) Given the reactants Cl.[CH2:2]([N:5]1[C@H:10]([CH3:11])[CH2:9][N:8]([C@H:12]([C:20]2[CH:32]=[CH:31][C:23]([C:24]([N:26]([CH2:29][CH3:30])[CH2:27][CH3:28])=[O:25])=[CH:22][CH:21]=2)[C:13]2[CH:18]=[CH:17][CH:16]=[C:15]([OH:19])[CH:14]=2)[C@@H:7]([CH3:33])[CH2:6]1)[CH:3]=[CH2:4].C(N(CC)CC)C.[N-]([S:42]([C:45]([F:48])([F:47])[F:46])(=[O:44])=[O:43])[S:42]([C:45]([F:48])([F:47])[F:46])(=[O:44])=[O:43], predict the reaction product. The product is: [CH2:2]([N:5]1[C@H:10]([CH3:11])[CH2:9][N:8]([C@H:12]([C:20]2[CH:21]=[CH:22][C:23]([C:24]([N:26]([CH2:27][CH3:28])[CH2:29][CH3:30])=[O:25])=[CH:31][CH:32]=2)[C:13]2[CH:18]=[CH:17][CH:16]=[C:15]([O:19][S:42]([C:45]([F:48])([F:47])[F:46])(=[O:44])=[O:43])[CH:14]=2)[C@@H:7]([CH3:33])[CH2:6]1)[CH:3]=[CH2:4]. (2) Given the reactants N[C:2]1[CH:9]=[CH:8][CH:7]=[CH:6][C:3]=1CN.[NH2:10][C:11]1[CH:25]=[CH:24][CH:23]=[CH:22][C:12]=1[CH2:13][NH:14][CH:15]1[CH2:19][C:18](=[O:20])[NH:17][C:16]1=[O:21], predict the reaction product. The product is: [NH2:10][C:11]1[CH:25]=[CH:24][CH:23]=[CH:22][C:12]=1[CH2:13][NH:14][CH:15]1[CH:19]([C:2]2[CH:9]=[CH:8][CH:7]=[CH:6][CH:3]=2)[C:18](=[O:20])[NH:17][C:16]1=[O:21]. (3) Given the reactants [CH3:1][N:2]([CH3:19])[CH:3]1C(=C)C(=O)NC2C=CC(OC)=CC=2C1=O.FC1C=CC2NC(=O)CCC(=O)C=2C=1.[CH3:34][C:35]1[CH:36]=[CH:37][C:38]2[C:44](=[O:45])[CH2:43][CH2:42][C:41](=[O:46])[NH:40][C:39]=2[CH:47]=1, predict the reaction product. The product is: [CH3:1][N:2]([CH:19]=[C:43]1[CH2:42][C:41](=[O:46])[NH:40][C:39]2[CH:47]=[C:35]([CH3:34])[CH:36]=[CH:37][C:38]=2[C:44]1=[O:45])[CH3:3]. (4) Given the reactants [F:1][C:2]1[N:7]=[C:6]([NH2:8])[CH:5]=[CH:4][C:3]=1I.[CH3:10][N:11](C)C=O, predict the reaction product. The product is: [NH2:8][C:6]1[N:7]=[C:2]([F:1])[C:3]([C:10]#[N:11])=[CH:4][CH:5]=1. (5) Given the reactants CC(OI1(OC(C)=O)(OC(C)=O)OC(=O)C2C=CC=CC1=2)=O.[OH:23][CH:24]([C:33]1[CH:40]=[CH:39][C:36]([CH:37]=[O:38])=[CH:35][CH:34]=1)[CH2:25][CH2:26][CH2:27][CH2:28][CH2:29][CH2:30][CH2:31][CH3:32], predict the reaction product. The product is: [C:24]([C:33]1[CH:40]=[CH:39][C:36]([CH:37]=[O:38])=[CH:35][CH:34]=1)(=[O:23])[CH2:25][CH2:26][CH2:27][CH2:28][CH2:29][CH2:30][CH2:31][CH3:32]. (6) Given the reactants Cl[C:2]1[CH:7]=[C:6]([Cl:8])[N:5]=[N:4][C:3]=1[C:9]([O:11][CH2:12][CH3:13])=[O:10].[CH3:14][N:15]([CH3:24])[C:16]1[C:21]([CH3:22])=[CH:20][CH:19]=[C:18]([NH2:23])[N:17]=1, predict the reaction product. The product is: [Cl:8][C:6]1[N:5]=[N:4][C:3]([C:9]([O:11][CH2:12][CH3:13])=[O:10])=[C:2]([NH:23][C:18]2[CH:19]=[CH:20][C:21]([CH3:22])=[C:16]([N:15]([CH3:14])[CH3:24])[N:17]=2)[CH:7]=1. (7) Given the reactants [CH3:1][C:2]1[C:7]([CH3:8])=[CH:6][CH:5]=[CH:4][C:3]=1B(O)O.Cl[C:13]1[N:18]=[C:17]([NH2:19])[N:16]=[C:15]([NH:20][CH:21]2[CH2:25][CH2:24][CH2:23][CH2:22]2)[CH:14]=1, predict the reaction product. The product is: [CH:21]1([NH:20][C:15]2[CH:14]=[C:13]([C:3]3[CH:4]=[CH:5][CH:6]=[C:7]([CH3:8])[C:2]=3[CH3:1])[N:18]=[C:17]([NH2:19])[N:16]=2)[CH2:25][CH2:24][CH2:23][CH2:22]1. (8) The product is: [ClH:1].[C:39]([S:19][C@@H:18]1[CH2:17][CH2:16][N:15]([CH:20]([C:26]2[CH:31]=[CH:30][CH:29]=[CH:28][C:27]=2[F:32])[C:21]([CH:23]2[CH2:25][CH2:24]2)=[O:22])[CH2:14]/[C:13]/1=[CH:12]\[C:9]1[CH:10]=[CH:11][N:7]([CH2:6][CH2:5][C:2]([OH:4])=[O:3])[N:8]=1)(=[O:41])[CH3:40]. Given the reactants [ClH:1].[C:2]([CH2:5][CH2:6][N:7]1[CH:11]=[CH:10][C:9](/[CH:12]=[C:13]2\[CH2:14][N:15]([CH:20]([C:26]3[CH:31]=[CH:30][CH:29]=[CH:28][C:27]=3[F:32])[C:21]([CH:23]3[CH2:25][CH2:24]3)=[O:22])[CH2:16][CH2:17][C@H:18]\2[SH:19])=[N:8]1)([OH:4])=[O:3].N1C=CC=CC=1.[C:39](OC(=O)C)(=[O:41])[CH3:40], predict the reaction product. (9) The product is: [N:10]1[CH:11]=[CH:12][CH:13]=[C:8]([O:7][CH2:15][C:16]([NH:18][CH:19]2[CH2:24][CH2:23][N:22]([C:25]([O:27][C:28]([CH3:31])([CH3:30])[CH3:29])=[O:26])[CH2:21][CH2:20]2)=[O:17])[CH:9]=1. Given the reactants CC(C)([O-])C.[K+].[OH:7][C:8]1[CH:9]=[N:10][CH:11]=[CH:12][CH:13]=1.Cl[CH2:15][C:16]([NH:18][CH:19]1[CH2:24][CH2:23][N:22]([C:25]([O:27][C:28]([CH3:31])([CH3:30])[CH3:29])=[O:26])[CH2:21][CH2:20]1)=[O:17], predict the reaction product.